This data is from Reaction yield outcomes from USPTO patents with 853,638 reactions. The task is: Predict the reaction yield, written as a fraction of the theoretical maximum amount of product (1.0 means a 100% yield; for example, 0.34 means a 34% yield). (1) The reactants are FC(F)(F)[C:3]([N:5]([C:7]1[S:11][C:10]([C:12]2[CH:13]=[N:14][CH:15]=[C:16]([F:18])[CH:17]=2)=[N:9][CH:8]=1)C)=O.[OH-:21].[Na+].[C:23](OCC)(=O)C.[CH3:29][C:30]([CH3:36])([CH2:34]C)[C:31](Cl)=[S:32]. The catalyst is CO.CN(C)C1C=CN=CC=1.ClCCCl. The product is [F:18][C:16]1[CH:17]=[C:12]([C:10]2[S:11][C:7]([N:5]([CH3:3])[C:34](=[O:21])[C:30]([CH3:36])([CH3:29])[CH2:31][S:32][CH3:23])=[CH:8][N:9]=2)[CH:13]=[N:14][CH:15]=1. The yield is 0.590. (2) The reactants are [C:1]1([C@@H:7]2[CH2:9][C@H:8]2[NH:10][CH2:11][CH:12]2[CH2:15][N:14]([C:16]([O:18][C:19]([CH3:22])([CH3:21])[CH3:20])=[O:17])[CH2:13]2)[CH:6]=[CH:5][CH:4]=[CH:3][CH:2]=1.C(N(CC)CC)C.[F:30][C:31]([F:42])([F:41])[C:32](O[C:32](=[O:33])[C:31]([F:42])([F:41])[F:30])=[O:33]. The catalyst is C(Cl)Cl. The product is [C:1]1([C@@H:7]2[CH2:9][C@H:8]2[N:10]([CH2:11][CH:12]2[CH2:15][N:14]([C:16]([O:18][C:19]([CH3:22])([CH3:21])[CH3:20])=[O:17])[CH2:13]2)[C:32](=[O:33])[C:31]([F:42])([F:41])[F:30])[CH:6]=[CH:5][CH:4]=[CH:3][CH:2]=1. The yield is 0.930. (3) The reactants are [C:1]([O:5][C:6]([CH3:9])([CH3:8])[CH3:7])(=[O:4])[CH:2]=[CH2:3].Cl.[CH2:11]([O:18][C:19](=[O:25])[C@@H:20]1[CH2:24][CH2:23][CH2:22][NH:21]1)[C:12]1[CH:17]=[CH:16][CH:15]=[CH:14][CH:13]=1.CCN(CC)CC. The catalyst is C(O)(C)(C)C. The product is [CH2:11]([O:18][C:19]([C@@H:20]1[CH2:24][CH2:23][CH2:22][N:21]1[CH2:3][CH2:2][C:1]([O:5][C:6]([CH3:9])([CH3:8])[CH3:7])=[O:4])=[O:25])[C:12]1[CH:13]=[CH:14][CH:15]=[CH:16][CH:17]=1. The yield is 0.790. (4) The reactants are [CH2:1]([C:5]1[N:6]=[C:7]([CH:27]2[CH2:29][CH2:28]2)[NH:8][C:9](=[O:26])[C:10]=1[CH2:11][C:12]1[CH:17]=[CH:16][C:15]([C:18]2[C:19]([C:24]#[N:25])=[CH:20][CH:21]=[CH:22][CH:23]=2)=[CH:14][CH:13]=1)[CH2:2][CH2:3][CH3:4].[C:30]1(B(O)O)[CH:35]=[CH:34][CH:33]=[CH:32][CH:31]=1.N1C=CC=CC=1.C(N(CC)CC)C. The catalyst is C(OCC)(=O)C.C([O-])(=O)C.[Cu+2].C([O-])(=O)C.ClCCl. The product is [CH2:1]([C:5]1[N:6]=[C:7]([CH:27]2[CH2:28][CH2:29]2)[N:8]([C:30]2[CH:35]=[CH:34][CH:33]=[CH:32][CH:31]=2)[C:9](=[O:26])[C:10]=1[CH2:11][C:12]1[CH:17]=[CH:16][C:15]([C:18]2[C:19]([C:24]#[N:25])=[CH:20][CH:21]=[CH:22][CH:23]=2)=[CH:14][CH:13]=1)[CH2:2][CH2:3][CH3:4]. The yield is 0.590. (5) The reactants are C([O:3][C:4](=[O:23])[C:5]([CH3:22])([CH3:21])[CH2:6][CH2:7][CH2:8][S:9][CH2:10][S:11][CH2:12][CH2:13][CH2:14][C:15]([CH3:20])([CH3:19])[C:16]([OH:18])=[O:17])C.[OH-].[Na+]. The catalyst is C(O)C.O. The product is [CH3:21][C:5]([CH3:22])([CH2:6][CH2:7][CH2:8][S:9][CH2:10][S:11][CH2:12][CH2:13][CH2:14][C:15]([CH3:20])([CH3:19])[C:16]([OH:18])=[O:17])[C:4]([OH:23])=[O:3]. The yield is 0.470. (6) The reactants are [CH3:1][O:2][C:3]([C:5]1([O:13][C@@H:12]([C@@H:14]([C@@H:16]([CH2:18][OH:19])[OH:17])[OH:15])[C@:10]([NH:20][C:21](=[O:27])[CH2:22][CH2:23][C:24](=[O:26])[CH3:25])([NH2:11])[C@@H:8]([OH:9])[CH:7]1C1C=CC=CC=1)S)=[O:4].C1C(=O)N(Br)C(=[O:37])C1. The catalyst is CC(C)=O.O. The product is [CH3:1][O:2][C:3]([C:5]1([O:13][C@@H:12]([C@@H:14]([C@@H:16]([CH2:18][OH:19])[OH:17])[OH:15])[C@:10]([NH:20][C:21](=[O:27])[CH2:22][CH2:23][C:24](=[O:26])[CH3:25])([NH2:11])[C@@H:8]([OH:9])[CH2:7]1)[OH:37])=[O:4]. The yield is 0.560. (7) The reactants are [CH:1]1[C:13]2[CH2:12][C:11]3[C:6](=[CH:7][CH:8]=[CH:9][CH:10]=3)[C:5]=2[CH:4]=[CH:3][CH:2]=1.C[C:15]([CH3:18])([O-])[CH3:16].[K+].CN(C)C=O.[CH2:25](Cl)[CH:26]=[CH2:27]. The catalyst is O.CCCCCC. The product is [CH2:16]([C:12]1([CH2:27][CH:26]=[CH2:25])[C:11]2[CH:10]=[CH:9][CH:8]=[CH:7][C:6]=2[C:5]2[C:13]1=[CH:1][CH:2]=[CH:3][CH:4]=2)[CH:15]=[CH2:18]. The yield is 0.864. (8) The reactants are [I:1][C:2]1[CH:3]=[C:4]([CH:6]=[CH:7][CH:8]=1)[NH2:5].[Br:9][CH2:10][C:11](Br)=[O:12].CCN(CC)CC. The catalyst is C(Cl)Cl. The product is [Br:9][CH2:10][C:11]([NH:5][C:4]1[CH:6]=[CH:7][CH:8]=[C:2]([I:1])[CH:3]=1)=[O:12]. The yield is 0.830.